Dataset: Catalyst prediction with 721,799 reactions and 888 catalyst types from USPTO. Task: Predict which catalyst facilitates the given reaction. (1) Reactant: [Br:1][C:2]1[CH:3]=[C:4]([CH:7]=[CH:8][C:9]=1[O:10][CH:11]1[CH2:16][CH2:15][CH2:14][CH2:13][CH2:12]1)[CH:5]=O.[N+:17]([CH2:20][CH2:21][CH2:22][CH2:23][CH3:24])([O-:19])=[O:18].C(N)CCC. Product: [Br:1][C:2]1[CH:3]=[C:4](/[CH:5]=[C:20](/[N+:17]([O-:19])=[O:18])\[CH2:21][CH2:22][CH2:23][CH3:24])[CH:7]=[CH:8][C:9]=1[O:10][CH:11]1[CH2:16][CH2:15][CH2:14][CH2:13][CH2:12]1. The catalyst class is: 11. (2) Reactant: [CH3:1][O:2][C:3](=[O:12])[C:4]1[CH:9]=[CH:8][C:7]([CH3:10])=[C:6]([NH2:11])[CH:5]=1.[CH3:13][C:14]([O:17][C:18](O[C:18]([O:17][C:14]([CH3:16])([CH3:15])[CH3:13])=[O:19])=[O:19])([CH3:16])[CH3:15]. Product: [CH3:1][O:2][C:3](=[O:12])[C:4]1[CH:9]=[CH:8][C:7]([CH3:10])=[C:6]([NH:11][C:18]([O:17][C:14]([CH3:16])([CH3:15])[CH3:13])=[O:19])[CH:5]=1. The catalyst class is: 7. (3) Reactant: [C:1]1([C:23]2[CH:28]=[CH:27][CH:26]=[CH:25][CH:24]=2)[CH:6]=[CH:5][C:4]([CH2:7][C@@H:8]([NH:15][C:16](=[O:22])[CH2:17][CH2:18][C:19]([OH:21])=[O:20])[CH2:9][C:10]([O:12]CC)=[O:11])=[CH:3][CH:2]=1.[OH-].[Na+]. Product: [C:1]1([C:23]2[CH:28]=[CH:27][CH:26]=[CH:25][CH:24]=2)[CH:2]=[CH:3][C:4]([CH2:7][C@@H:8]([NH:15][C:16](=[O:22])[CH2:17][CH2:18][C:19]([OH:21])=[O:20])[CH2:9][C:10]([OH:12])=[O:11])=[CH:5][CH:6]=1. The catalyst class is: 36. (4) Reactant: [Cl:1][C:2]1[C:3]([O:12][C:13]2[CH:18]=[C:17]([O:19][CH2:20][CH2:21][O:22][CH3:23])[CH:16]=[CH:15][C:14]=2/[CH:24]=[CH:25]/[CH2:26][OH:27])=[N:4][CH:5]=[C:6]([C:8]([F:11])([F:10])[F:9])[CH:7]=1.C(N(CC)C(C)C)(C)C.[Cl:37][C:38]1[CH:43]=[CH:42][C:41]([S:44]([N:47]=[C:48]=[O:49])(=[O:46])=[O:45])=[CH:40][CH:39]=1.Cl. Product: [OH2:12].[OH2:45].[Cl:37][C:38]1[CH:39]=[CH:40][C:41]([S:44]([NH:47][C:48](=[O:49])[O:27][CH2:26]/[CH:25]=[CH:24]/[C:14]2[CH:15]=[CH:16][C:17]([O:19][CH2:20][CH2:21][O:22][CH3:23])=[CH:18][C:13]=2[O:12][C:3]2[C:2]([Cl:1])=[CH:7][C:6]([C:8]([F:9])([F:11])[F:10])=[CH:5][N:4]=2)(=[O:45])=[O:46])=[CH:42][CH:43]=1. The catalyst class is: 115.